Dataset: Forward reaction prediction with 1.9M reactions from USPTO patents (1976-2016). Task: Predict the product of the given reaction. (1) Given the reactants C([O:8][C:9](=[O:43])[CH2:10][C@@H:11]([C:24]1[CH:28]=[CH:27][N:26]([C:29]2[CH:34]=[CH:33][C:32]([C:35]3[CH:40]=[CH:39][C:38]([C:41]#[N:42])=[CH:37][CH:36]=3)=[CH:31][CH:30]=2)[CH:25]=1)[C:12]([NH:14][C@H:15]([C:20](=[O:23])[NH:21][CH3:22])[C:16]([CH3:19])([CH3:18])[CH3:17])=[O:13])C1C=CC=CC=1, predict the reaction product. The product is: [C:41]([C:38]1[CH:39]=[CH:40][C:35]([C:32]2[CH:31]=[CH:30][C:29]([N:26]3[CH:27]=[CH:28][C:24]([C@@H:11]([C:12]([NH:14][C@H:15]([C:20](=[O:23])[NH:21][CH3:22])[C:16]([CH3:19])([CH3:17])[CH3:18])=[O:13])[CH2:10][C:9]([OH:43])=[O:8])=[CH:25]3)=[CH:34][CH:33]=2)=[CH:36][CH:37]=1)#[N:42]. (2) The product is: [Cl:20][C:14]1[CH:15]=[C:16]([Cl:19])[CH:17]=[CH:18][C:13]=1[CH2:12][NH:11][C:4]1[C:5]2[S:10][CH:9]=[CH:8][C:6]=2[N:7]=[C:2]([C:13]2[CH:18]=[CH:17][C:16]([CH:21]3[O:24][CH2:5][CH2:4][N:3]([CH2:34][CH3:35])[CH2:2]3)=[CH:15][CH:14]=2)[N:3]=1. Given the reactants Cl[C:2]1[N:3]=[C:4]([NH:11][CH2:12][C:13]2[CH:18]=[CH:17][C:16]([Cl:19])=[CH:15][C:14]=2[Cl:20])[C:5]2[S:10][CH:9]=[CH:8][C:6]=2[N:7]=1.[C:21](=[O:24])([O-])[O-].[Na+].[Na+].Cl.C(=O)([O-])[O-].[K+].[K+].[CH2:34](O)[CH3:35], predict the reaction product. (3) The product is: [CH3:14][C:15]1[N:20]=[C:19]([NH:21][C:9]([NH:5][C:3](=[O:4])[C:2]([CH3:7])([CH3:6])[CH3:1])=[O:10])[CH:18]=[CH:17][C:16]=1[O:22][C:23]1[CH:28]=[CH:27][N:26]=[C:25]([C:29]2[O:33][N:32]=[C:31]([CH3:34])[CH:30]=2)[CH:24]=1. Given the reactants [CH3:1][C:2]([CH3:7])([CH3:6])[C:3]([NH2:5])=[O:4].C(Cl)(=O)[C:9](Cl)=[O:10].[CH3:14][C:15]1[N:20]=[C:19]([NH2:21])[CH:18]=[CH:17][C:16]=1[O:22][C:23]1[CH:28]=[CH:27][N:26]=[C:25]([C:29]2[O:33][N:32]=[C:31]([CH3:34])[CH:30]=2)[CH:24]=1.N1C=CC=CC=1.C([O-])(O)=O.[Na+], predict the reaction product. (4) The product is: [C:1]([CH2:3][CH2:4][C@H:5]1[CH2:10][CH2:9][C@H:8]([NH:11][C:12](=[O:18])[O:13][C:14]([CH3:16])([CH3:15])[CH3:17])[CH2:7][CH2:6]1)#[N:2]. Given the reactants [C:1]([CH:3]=[CH:4][C@H:5]1[CH2:10][CH2:9][C@H:8]([NH:11][C:12](=[O:18])[O:13][C:14]([CH3:17])([CH3:16])[CH3:15])[CH2:7][CH2:6]1)#[N:2], predict the reaction product. (5) Given the reactants [CH3:1][C:2]1[N:6]([C:7]2[CH:8]=[C:9]([CH2:13][C:14]#[N:15])[CH:10]=[CH:11][CH:12]=2)[N:5]=[N:4][N:3]=1, predict the reaction product. The product is: [CH3:1][C:2]1[N:6]([C:7]2[CH:8]=[C:9]([CH2:13][CH2:14][NH2:15])[CH:10]=[CH:11][CH:12]=2)[N:5]=[N:4][N:3]=1. (6) The product is: [CH:5]1([NH:6][S:7]([NH:10][C@@H:11]([CH2:22][C:23]2[O:24][C:25]([CH2:28][C:29]3[S:30][C:31]4[CH:37]=[C:36]([C:38]5[CH:39]=[CH:40][CH:41]=[CH:42][CH:43]=5)[CH:35]=[CH:34][C:32]=4[N:33]=3)=[N:26][N:27]=2)[C:12]([O:14][CH2:15][C:16]2[CH:21]=[CH:20][CH:19]=[CH:18][CH:17]=2)=[O:13])(=[O:8])=[O:9])[CH2:4][CH2:44]1. Given the reactants O=C1[N:6]([S:7]([NH:10][C@@H:11]([CH2:22][C:23]2[O:24][C:25]([CH2:28][C:29]3[S:30][C:31]4[CH:37]=[C:36]([C:38]5[CH:43]=[CH:42][CH:41]=[CH:40][CH:39]=5)[CH:35]=[CH:34][C:32]=4[N:33]=3)=[N:26][N:27]=2)[C:12]([O:14][CH2:15][C:16]2[CH:21]=[CH:20][CH:19]=[CH:18][CH:17]=2)=[O:13])(=[O:9])=[O:8])[CH2:5][CH2:4]O1.[CH:44]1(N)CC1, predict the reaction product. (7) Given the reactants I[C:2]1[N:6]2[CH:7]=[C:8]([C:11]3[CH:16]=[CH:15][C:14]([C:17]([N:19]4[CH2:24][CH2:23][O:22][CH2:21][CH2:20]4)=[O:18])=[CH:13][CH:12]=3)[CH:9]=[CH:10][C:5]2=[N:4][CH:3]=1.C(N(C(C)C)CC)(C)C.[C:34]([C:36]1[CH:44]=[CH:43][C:39]2[NH:40][CH:41]=[N:42][C:38]=2[CH:37]=1)#[CH:35], predict the reaction product. The product is: [NH:40]1[C:39]2[CH:43]=[CH:44][C:36]([C:34]#[C:35][C:2]3[N:6]4[CH:7]=[C:8]([C:11]5[CH:12]=[CH:13][C:14]([C:17]([N:19]6[CH2:24][CH2:23][O:22][CH2:21][CH2:20]6)=[O:18])=[CH:15][CH:16]=5)[CH:9]=[CH:10][C:5]4=[N:4][CH:3]=3)=[CH:37][C:38]=2[N:42]=[CH:41]1.